From a dataset of Forward reaction prediction with 1.9M reactions from USPTO patents (1976-2016). Predict the product of the given reaction. (1) Given the reactants [NH2:1][C:2]1[CH:7]=[CH:6][C:5]([Cl:8])=[CH:4][C:3]=1[C:9](=[O:14])[C:10]([F:13])([F:12])[F:11].[CH2:15]([O:17][C:18](=[O:22])[C:19](Cl)=[O:20])[CH3:16], predict the reaction product. The product is: [CH2:15]([O:17][C:18](=[O:22])[C:19]([NH:1][C:2]1[CH:7]=[CH:6][C:5]([Cl:8])=[CH:4][C:3]=1[C:9](=[O:14])[C:10]([F:13])([F:11])[F:12])=[O:20])[CH3:16]. (2) Given the reactants [Br:1][C:2]1[CH:10]=[CH:9][C:8]([N+:11]([O-])=O)=[CH:7][C:3]=1[C:4]([OH:6])=[O:5].[H][H], predict the reaction product. The product is: [NH2:11][C:8]1[CH:9]=[CH:10][C:2]([Br:1])=[C:3]([CH:7]=1)[C:4]([OH:6])=[O:5]. (3) Given the reactants [NH2:1][CH:2]1[C:8](=[O:9])[NH:7][C:6]2[CH:10]=[CH:11][CH:12]=[CH:13][C:5]=2[CH2:4][CH2:3]1.[N:14]([C:21]([O:23][C:24]([CH3:27])([CH3:26])[CH3:25])=[O:22])([CH3:20])[C@H:15]([C:17](O)=[O:18])[CH3:16], predict the reaction product. The product is: [C:24]([O:23][C:21](=[O:22])[N:14]([CH3:20])[C@H:15]([C:17](=[O:18])[NH:1][CH:2]1[C:8](=[O:9])[NH:7][C:6]2[CH:10]=[CH:11][CH:12]=[CH:13][C:5]=2[CH2:4][CH2:3]1)[CH3:16])([CH3:25])([CH3:27])[CH3:26]. (4) Given the reactants C([O:5][C:6](=[O:30])[CH2:7][N:8]1[C:16]2[C:11](=[CH:12][C:13]([Cl:17])=[CH:14][CH:15]=2)[C:10]([CH:18]2[C:22]3[CH:23]=[CH:24][CH:25]=[CH:26][C:21]=3[S:20](=[O:28])(=[O:27])[NH:19]2)=[C:9]1[CH3:29])(C)(C)C.[F:31][C:32]1[CH:39]=[CH:38][C:35]([CH2:36]Br)=[CH:34][CH:33]=1, predict the reaction product. The product is: [Cl:17][C:13]1[CH:12]=[C:11]2[C:16](=[CH:15][CH:14]=1)[N:8]([CH2:7][C:6]([OH:5])=[O:30])[C:9]([CH3:29])=[C:10]2[CH:18]1[C:22]2[CH:23]=[CH:24][CH:25]=[CH:26][C:21]=2[S:20](=[O:28])(=[O:27])[N:19]1[CH2:36][C:35]1[CH:38]=[CH:39][C:32]([F:31])=[CH:33][CH:34]=1.